From a dataset of NCI-60 drug combinations with 297,098 pairs across 59 cell lines. Regression. Given two drug SMILES strings and cell line genomic features, predict the synergy score measuring deviation from expected non-interaction effect. Cell line: SW-620. Synergy scores: CSS=32.3, Synergy_ZIP=11.0, Synergy_Bliss=9.61, Synergy_Loewe=-12.3, Synergy_HSA=-1.15. Drug 2: C1C(C(OC1N2C=C(C(=O)NC2=O)F)CO)O. Drug 1: CCCS(=O)(=O)NC1=C(C(=C(C=C1)F)C(=O)C2=CNC3=C2C=C(C=N3)C4=CC=C(C=C4)Cl)F.